From a dataset of Catalyst prediction with 721,799 reactions and 888 catalyst types from USPTO. Predict which catalyst facilitates the given reaction. (1) Reactant: C[O:2][C:3]([C:5]1[O:9][N:8]=[C:7]([OH:10])[CH:6]=1)=[O:4].[OH-].[Na+]. Product: [OH:10][C:7]1[CH:6]=[C:5]([C:3]([OH:4])=[O:2])[O:9][N:8]=1. The catalyst class is: 5. (2) Reactant: P(CCCC)(CCCC)CCCC.C1CCN(C(N=NC(N2CCCCC2)=O)=O)CC1.[F:32][C:33]1[CH:38]=[C:37]([C:39]2[CH:44]=[CH:43][C:42]([F:45])=[CH:41][N:40]=2)[CH:36]=[CH:35][C:34]=1[OH:46].O[CH2:48][C@H:49]1[CH2:54][CH2:53][O:52][CH2:51][C@@H:50]1[NH:55][C:56](=[O:62])[O:57][C:58]([CH3:61])([CH3:60])[CH3:59].[OH-].[Na+]. Product: [F:32][C:33]1[CH:38]=[C:37]([C:39]2[CH:44]=[CH:43][C:42]([F:45])=[CH:41][N:40]=2)[CH:36]=[CH:35][C:34]=1[O:46][CH2:48][C@H:49]1[CH2:54][CH2:53][O:52][CH2:51][C@@H:50]1[NH:55][C:56](=[O:62])[O:57][C:58]([CH3:61])([CH3:60])[CH3:59]. The catalyst class is: 1. (3) Reactant: Br[CH2:2][CH:3]1[CH2:7][N:6]([C:8]2[CH:9]=[N:10][N:11]3[CH2:16][C@H:15]([CH3:17])[N:14]([C:18]([O:20][C:21]([CH3:24])([CH3:23])[CH3:22])=[O:19])[CH2:13][C:12]=23)[C:5](=[O:25])[CH2:4]1.[CH3:26][S:27]([O:29][Na])=[O:28]. Product: [CH3:17][C@H:15]1[CH2:16][N:11]2[N:10]=[CH:9][C:8]([N:6]3[CH2:7][CH:3]([CH2:2][S:27]([CH3:26])(=[O:29])=[O:28])[CH2:4][C:5]3=[O:25])=[C:12]2[CH2:13][N:14]1[C:18]([O:20][C:21]([CH3:24])([CH3:22])[CH3:23])=[O:19]. The catalyst class is: 3. (4) Reactant: [F:1][C:2]([F:29])([F:28])[C:3]1[CH:4]=[CH:5][C:6]([CH:9]2[CH2:14][CH:13]([S:15]([C:18]3[CH:23]=[CH:22][CH:21]=[C:20]([C:24]([F:27])([F:26])[F:25])[CH:19]=3)(=[O:17])=[O:16])[CH2:12][CH2:11][O:10]2)=[N:7][CH:8]=1.[Li+].C[Si]([N-][Si](C)(C)C)(C)C.[CH2:40](I)[CH3:41].C#C[C@H](NC(CNC(C1C=CC=C(N=C(N)N)C=1)=O)=O)CC(O)=O. Product: [CH2:40]([C:13]1([S:15]([C:18]2[CH:23]=[CH:22][CH:21]=[C:20]([C:24]([F:27])([F:25])[F:26])[CH:19]=2)(=[O:17])=[O:16])[CH2:12][CH2:11][O:10][CH:9]([C:6]2[CH:5]=[CH:4][C:3]([C:2]([F:1])([F:28])[F:29])=[CH:8][N:7]=2)[CH2:14]1)[CH3:41]. The catalyst class is: 1. (5) Reactant: [N+:1]([C:4]1[CH:5]=[N:6][CH:7]=[CH:8][C:9]=1[C@H:10]1[CH2:19][C@@H:18]([OH:20])[C@:17]2([OH:21])[C@@H:12]([CH2:13][CH2:14][CH2:15][CH2:16]2)[O:11]1)([O-:3])=[O:2].[C:22](OC(=O)C)(=[O:24])[CH3:23]. Product: [C:22]([O:20][C@H:18]1[C@:17]2([OH:21])[C@@H:12]([CH2:13][CH2:14][CH2:15][CH2:16]2)[O:11][C@@H:10]([C:9]2[CH:8]=[CH:7][N:6]=[CH:5][C:4]=2[N+:1]([O-:3])=[O:2])[CH2:19]1)(=[O:24])[CH3:23].[C:22]([O:20][C@@H:18]1[CH2:19][C@H:10]([C:9]2[CH:8]=[CH:7][N:6]=[CH:5][C:4]=2[N+:1]([O-:3])=[O:2])[O:11][C@H:12]([CH2:13][CH3:14])[C@:17]1([OH:21])[CH3:16])(=[O:24])[CH3:23]. The catalyst class is: 17. (6) The catalyst class is: 3. Reactant: [Cl:1][C:2]1[CH:7]=[CH:6][C:5]([C:8]2[N:12]([CH:13]3[CH2:15][CH2:14]3)[C:11](=[O:16])[N:10]([CH2:17][C:18]([OH:20])=O)[N:9]=2)=[CH:4][CH:3]=1.C1C=CC2N(O)N=NC=2C=1.C(Cl)CCl.Cl.[CH3:36][O:37][C:38]1[N:43]=[C:42]([CH:44]([C:46]2[CH:51]=[CH:50][CH:49]=[C:48]([C:52]([F:55])([F:54])[F:53])[CH:47]=2)[NH2:45])[CH:41]=[CH:40][CH:39]=1.C(N(CC)C(C)C)(C)C. Product: [Cl:1][C:2]1[CH:7]=[CH:6][C:5]([C:8]2[N:12]([CH:13]3[CH2:14][CH2:15]3)[C:11](=[O:16])[N:10]([CH2:17][C:18]([NH:45][CH:44]([C:42]3[CH:41]=[CH:40][CH:39]=[C:38]([O:37][CH3:36])[N:43]=3)[C:46]3[CH:51]=[CH:50][CH:49]=[C:48]([C:52]([F:54])([F:55])[F:53])[CH:47]=3)=[O:20])[N:9]=2)=[CH:4][CH:3]=1. (7) Reactant: [Br:1][C:2]1[CH:7]=[CH:6][N+:5]([O-])=[C:4]2[NH:9][CH:10]=[CH:11][C:3]=12.CS([Cl:16])(=O)=O. Product: [Br:1][C:2]1[CH:7]=[C:6]([Cl:16])[N:5]=[C:4]2[NH:9][CH:10]=[CH:11][C:3]=12. The catalyst class is: 3.